This data is from Forward reaction prediction with 1.9M reactions from USPTO patents (1976-2016). The task is: Predict the product of the given reaction. (1) Given the reactants C([O:3][C:4]([C@@H:6]1[N:10]([CH3:11])[C:9](=[O:12])[CH2:8][C@@H:7]1[C:13]1[CH:18]=[CH:17][CH:16]=[CH:15][CH:14]=1)=O)C.OC[C@@H]1N(C)C(=O)C[C@@H]1C1C=CC=CC=1, predict the reaction product. The product is: [OH:3][CH2:4][CH:6]1[N:10]([CH3:11])[C:9](=[O:12])[CH2:8][CH:7]1[C:13]1[CH:18]=[CH:17][CH:16]=[CH:15][CH:14]=1. (2) Given the reactants [F:1][CH:2]([F:32])[C:3]1[N:7]([C:8]2[N:13]=[C:12]([N:14]3[CH2:19][CH2:18][O:17][CH2:16][CH2:15]3)[N:11]=[C:10]([N:20]3[CH2:25][CH2:24][NH:23][CH2:22][CH2:21]3)[N:9]=2)[C:6]2[CH:26]=[CH:27][CH:28]=[C:29]([O:30][CH3:31])[C:5]=2[N:4]=1.Cl[CH2:34][CH2:35][S:36](Cl)(=[O:38])=[O:37].O.C(Cl)Cl.CCOC(C)=O, predict the reaction product. The product is: [F:32][CH:2]([F:1])[C:3]1[N:7]([C:8]2[N:13]=[C:12]([N:14]3[CH2:15][CH2:16][O:17][CH2:18][CH2:19]3)[N:11]=[C:10]([N:20]3[CH2:25][CH2:24][N:23]([S:36]([CH:35]=[CH2:34])(=[O:38])=[O:37])[CH2:22][CH2:21]3)[N:9]=2)[C:6]2[CH:26]=[CH:27][CH:28]=[C:29]([O:30][CH3:31])[C:5]=2[N:4]=1. (3) Given the reactants Cl.C(OC(=O)[N:8]([CH2:12][C:13]1[CH:18]=[C:17]([CH2:19][O:20][C:21](=[O:24])[NH:22][CH3:23])[CH:16]=[CH:15][C:14]=1[Cl:25])[CH:9]1[CH2:11][CH2:10]1)(C)(C)C, predict the reaction product. The product is: [Cl:25][C:14]1[CH:15]=[CH:16][C:17]([CH2:19][O:20][C:21](=[O:24])[NH:22][CH3:23])=[CH:18][C:13]=1[CH2:12][NH:8][CH:9]1[CH2:11][CH2:10]1. (4) The product is: [O:9]([C:3]1[CH:4]=[CH:5][C:6]([CH3:8])=[CH:7][C:2]=1/[N:1]=[CH:16]/[C:11]1[CH:12]=[CH:13][CH:14]=[CH:15][N:10]=1)[C:20]1[CH:19]=[CH:18][CH:23]=[CH:22][CH:21]=1. Given the reactants [NH2:1][C:2]1[CH:7]=[C:6]([CH3:8])[CH:5]=[CH:4][C:3]=1[OH:9].[N:10]1[CH:15]=[CH:14][CH:13]=[CH:12][C:11]=1[CH:16]=O.[CH3:18][CH2:19][CH2:20][CH2:21][CH2:22][CH3:23], predict the reaction product. (5) Given the reactants [N:1]([CH:4]([C:9]1[CH:14]=[CH:13][C:12]([O:15][C:16]([F:19])([F:18])[F:17])=[CH:11][CH:10]=1)[CH:5]1[CH2:8][O:7][CH2:6]1)=[N+]=[N-].O1CCCC1, predict the reaction product. The product is: [O:7]1[CH2:8][CH:5]([CH:4]([C:9]2[CH:10]=[CH:11][C:12]([O:15][C:16]([F:17])([F:18])[F:19])=[CH:13][CH:14]=2)[NH2:1])[CH2:6]1. (6) The product is: [C:12]([C:8]1[CH:9]=[C:10]2[C:5](=[CH:6][CH:7]=1)[NH:4][C:3](/[CH:1]=[CH:18]/[C:17]([O:16][CH2:14][CH3:15])=[O:38])=[CH:11]2)#[N:13]. Given the reactants [CH:1]([C:3]1[NH:4][C:5]2[C:10]([CH:11]=1)=[CH:9][C:8]([C:12]#[N:13])=[CH:7][CH:6]=2)=O.[CH2:14]([O:16][C:17](=[O:38])[CH:18]=P(C1C=CC=CC=1)(C1C=CC=CC=1)C1C=CC=CC=1)[CH3:15], predict the reaction product. (7) Given the reactants [CH3:1][C:2]1[N:3]=[CH:4][O:5][C:6]=1[C:7]([OH:9])=O.O1CCCC1.C(Cl)(=O)C(Cl)=O.[NH2:21][C:22]1[CH:23]=[C:24]([CH:41]=[CH:42][C:43]=1[CH3:44])[O:25][C:26]1[CH:27]=[CH:28][C:29]2[N:30]([CH:32]=[C:33]([NH:35][C:36]([CH:38]3[CH2:40][CH2:39]3)=[O:37])[N:34]=2)[N:31]=1, predict the reaction product. The product is: [CH:38]1([C:36]([NH:35][C:33]2[N:34]=[C:29]3[CH:28]=[CH:27][C:26]([O:25][C:24]4[CH:41]=[CH:42][C:43]([CH3:44])=[C:22]([NH:21][C:7]([C:6]5[O:5][CH:4]=[N:3][C:2]=5[CH3:1])=[O:9])[CH:23]=4)=[N:31][N:30]3[CH:32]=2)=[O:37])[CH2:39][CH2:40]1.